This data is from Catalyst prediction with 721,799 reactions and 888 catalyst types from USPTO. The task is: Predict which catalyst facilitates the given reaction. (1) Product: [C:1]1([CH3:27])[CH:2]=[CH:3][C:4]([C:7]2[N:8]=[N:9][N:10]([CH2:12][S:13]([NH:16][CH2:17][C:18]3[CH:26]=[CH:25][C:21]([C:22]([NH:67][O:66][CH:61]4[CH2:62][CH2:63][CH2:64][CH2:65][O:60]4)=[O:23])=[CH:20][CH:19]=3)(=[O:14])=[O:15])[CH:11]=2)=[CH:5][CH:6]=1. Reactant: [C:1]1([CH3:27])[CH:6]=[CH:5][C:4]([C:7]2[N:8]=[N:9][N:10]([CH2:12][S:13]([NH:16][CH2:17][C:18]3[CH:26]=[CH:25][C:21]([C:22](O)=[O:23])=[CH:20][CH:19]=3)(=[O:15])=[O:14])[CH:11]=2)=[CH:3][CH:2]=1.C(N(C(C)C)C(C)C)C.CCN=C=NCCCN(C)C.Cl.C1C=CC2N(O)N=NC=2C=1.Cl.[O:60]1[CH2:65][CH2:64][CH2:63][CH2:62][CH:61]1[O:66][NH2:67]. The catalyst class is: 3. (2) Reactant: Br.[Br:2][C:3]1[CH:4]=[C:5]2[C:9](=[CH:10][CH:11]=1)[CH2:8][CH:7]([NH2:12])[CH2:6]2.[C:13]1([S:19]([C:22]2[CH:23]=[CH:24][C:25]([C:32]([F:35])([F:34])[F:33])=[C:26]([S:28](Cl)(=[O:30])=[O:29])[CH:27]=2)(=[O:21])=[O:20])[CH:18]=[CH:17][CH:16]=[CH:15][CH:14]=1.C(N(C(C)C)CC)(C)C. Product: [Br:2][C:3]1[CH:4]=[C:5]2[C:9](=[CH:10][CH:11]=1)[CH2:8][CH:7]([NH:12][S:28]([C:26]1[CH:27]=[C:22]([S:19]([C:13]3[CH:18]=[CH:17][CH:16]=[CH:15][CH:14]=3)(=[O:21])=[O:20])[CH:23]=[CH:24][C:25]=1[C:32]([F:35])([F:33])[F:34])(=[O:30])=[O:29])[CH2:6]2. The catalyst class is: 2. (3) Reactant: [CH3:1][O:2][C:3](=[O:16])[NH:4][C:5]1[S:6][C:7]2[CH:13]=[CH:12][CH:11]=[C:10]([O:14][CH3:15])[C:8]=2[N:9]=1.[N+:17]([O-])([OH:19])=[O:18]. Product: [CH3:1][O:2][C:3](=[O:16])[NH:4][C:5]1[S:6][C:7]2[C:13]([N+:17]([O-:19])=[O:18])=[CH:12][CH:11]=[C:10]([O:14][CH3:15])[C:8]=2[N:9]=1. The catalyst class is: 15. (4) The catalyst class is: 15. Reactant: CN(C)/[CH:3]=[CH:4]/[C:5]([C:7]1[CH:8]=[C:9]2[C:18](=[CH:19][CH:20]=1)[C:17]1[N:13]([CH:14]=[C:15]([C:21]3[N:25]([CH2:26][CH2:27][OH:28])[N:24]=[CH:23][N:22]=3)[N:16]=1)[CH2:12][CH2:11][O:10]2)=O.[NH:30]([CH:32]1[CH2:37][CH2:36][N:35]([CH3:38])[CH2:34][CH2:33]1)[NH2:31]. Product: [CH3:38][N:35]1[CH2:36][CH2:37][CH:32]([N:30]2[C:5]([C:7]3[CH:20]=[CH:19][C:18]4[C:17]5[N:13]([CH:14]=[C:15]([C:21]6[N:25]([CH2:26][CH2:27][OH:28])[N:24]=[CH:23][N:22]=6)[N:16]=5)[CH2:12][CH2:11][O:10][C:9]=4[CH:8]=3)=[CH:4][CH:3]=[N:31]2)[CH2:33][CH2:34]1.